Dataset: Reaction yield outcomes from USPTO patents with 853,638 reactions. Task: Predict the reaction yield, written as a fraction of the theoretical maximum amount of product (1.0 means a 100% yield; for example, 0.34 means a 34% yield). The reactants are C[O:2][C:3]1[CH:20]=[C:19]([C:21]([OH:23])=O)[CH:18]=[C:17]2[C:4]=1[C@H:5]1[C@H:14]([CH2:15][S:16]2(=[O:25])=[O:24])[C@:13]2([CH3:26])[C@H:8]([C:9]([CH3:28])([CH3:27])[CH2:10][CH2:11][CH2:12]2)[CH2:7][CH2:6]1.[CH3:29]N(C(ON1N=NC2C=CC=NC1=2)=[N+](C)C)C.F[P-](F)(F)(F)(F)F.CN1CCOCC1.Cl.[CH3:61][O:62][C:63](=[O:66])[CH2:64][NH2:65]. The catalyst is C1COCC1.CN(C=O)C. The product is [OH:2][C:3]1[CH:20]=[C:19]([C:21]([NH:65][CH2:64][C:63]([O:62][CH3:61])=[O:66])=[O:23])[CH:18]=[C:17]2[C:4]=1[C@@:5]1([CH3:29])[C@H:14]([CH2:15][S:16]2(=[O:25])=[O:24])[C@:13]2([CH3:26])[C@H:8]([C:9]([CH3:27])([CH3:28])[CH2:10][CH2:11][CH2:12]2)[CH2:7][CH2:6]1. The yield is 0.420.